This data is from Forward reaction prediction with 1.9M reactions from USPTO patents (1976-2016). The task is: Predict the product of the given reaction. Given the reactants CO[C:3]1[CH:4]=[C:5]2[C:9](=[CH:10][CH:11]=1)[NH:8][C:7]([C:12]([NH2:14])=[O:13])=[CH:6]2.[NH2:15][C:16]1[CH:21]=[CH:20][CH:19]=[CH:18][C:17]=1[S:22][S:22][C:17]1[CH:18]=[CH:19][CH:20]=[CH:21][C:16]=1[NH2:15], predict the reaction product. The product is: [NH2:15][C:16]1[CH:21]=[CH:20][CH:19]=[CH:18][C:17]=1[S:22][C:6]1[C:5]2[C:9](=[CH:10][CH:11]=[CH:3][CH:4]=2)[NH:8][C:7]=1[C:12]([NH2:14])=[O:13].